This data is from Forward reaction prediction with 1.9M reactions from USPTO patents (1976-2016). The task is: Predict the product of the given reaction. The product is: [F:11][C:8]1[CH:7]=[C:3]([C:4]([OH:6])=[O:5])[C:2]([NH:22][C:21]2[CH:23]=[CH:24][CH:25]=[C:19]([I:18])[CH:20]=2)=[N:10][CH:9]=1. Given the reactants Cl[C:2]1[N:10]=[CH:9][C:8]([F:11])=[CH:7][C:3]=1[C:4]([OH:6])=[O:5].C(=O)([O-])[O-].[K+].[K+].[I:18][C:19]1[CH:20]=[C:21]([CH:23]=[CH:24][CH:25]=1)[NH2:22], predict the reaction product.